Dataset: Catalyst prediction with 721,799 reactions and 888 catalyst types from USPTO. Task: Predict which catalyst facilitates the given reaction. (1) Reactant: [Br:1][C:2]1[CH:8]=[CH:7][C:6]([N+:9]([O-:11])=[O:10])=[CH:5][C:3]=1[NH2:4].[N:12]([O-])=O.[Na+].Cl[Sn]Cl.C([O-])(O)=O.[Na+]. Product: [Br:1][C:2]1[CH:8]=[CH:7][C:6]([N+:9]([O-:11])=[O:10])=[CH:5][C:3]=1[NH:4][NH2:12]. The catalyst class is: 126. (2) Reactant: [CH3:1][O:2][C:3]1[CH:4]=[N:5][C:6]2[C:11]([N:12]=1)=[CH:10][C:9]([C:13]([O-:15])=[O:14])=[CH:8][CH:7]=2.[OH-].[Na+]. Product: [CH3:1][O:2][C:3]1[CH:4]=[N:5][C:6]2[C:11]([N:12]=1)=[CH:10][C:9]([C:13]([OH:15])=[O:14])=[CH:8][CH:7]=2. The catalyst class is: 5. (3) Reactant: Cl.Cl.[C:3]1([NH2:10])[CH:8]=[CH:7][CH:6]=[CH:5][C:4]=1[NH2:9].[CH3:11][CH:12]1[CH2:17][CH2:16][O:15][C:13]1=O. Product: [NH:9]1[C:4]2[CH:5]=[CH:6][CH:7]=[CH:8][C:3]=2[N:10]=[C:11]1[CH:12]([CH3:13])[CH2:17][CH2:16][OH:15]. The catalyst class is: 33. (4) Reactant: [Cl:1][C:2]1[CH:11]=[CH:10][C:5]([O:6][CH2:7][CH2:8][OH:9])=[CH:4][CH:3]=1.CCN(CC)CC.[CH3:19][C:20]1[CH:25]=[CH:24][C:23]([S:26](Cl)(=[O:28])=[O:27])=[CH:22][CH:21]=1. Product: [CH3:19][C:20]1[CH:25]=[CH:24][C:23]([S:26]([O:9][CH2:8][CH2:7][O:6][C:5]2[CH:10]=[CH:11][C:2]([Cl:1])=[CH:3][CH:4]=2)(=[O:28])=[O:27])=[CH:22][CH:21]=1. The catalyst class is: 2. (5) Reactant: Cl[C:2]1[N:11]=[CH:10][C:9]2[N:8]([CH3:12])[C:7](=[O:13])[C@@H:6]([CH2:14][CH3:15])[N:5]([CH:16]3[CH2:20][CH2:19][CH2:18][CH2:17]3)[C:4]=2[N:3]=1.[NH2:21][C:22]1[CH:45]=[CH:44][C:25]([CH2:26][C@@H:27]([C:36]([O:38][CH:39]2[CH2:43][CH2:42][CH2:41][CH2:40]2)=[O:37])[NH:28][C:29]([O:31][C:32]([CH3:35])([CH3:34])[CH3:33])=[O:30])=[CH:24][CH:23]=1. Product: [C:32]([O:31][C:29]([NH:28][C@H:27]([C:36]([O:38][CH:39]1[CH2:40][CH2:41][CH2:42][CH2:43]1)=[O:37])[CH2:26][C:25]1[CH:24]=[CH:23][C:22]([NH:21][C:2]2[N:11]=[CH:10][C:9]3[N:8]([CH3:12])[C:7](=[O:13])[C@@H:6]([CH2:14][CH3:15])[N:5]([CH:16]4[CH2:20][CH2:19][CH2:18][CH2:17]4)[C:4]=3[N:3]=2)=[CH:45][CH:44]=1)=[O:30])([CH3:35])([CH3:33])[CH3:34]. The catalyst class is: 486. (6) Reactant: [CH:1]([C:3]1[CH:8]=[CH:7][CH:6]=[CH:5][C:4]=1[C:9]1[CH:14]=[CH:13][C:12]([C:15]2[CH:24]=[C:23]([C:25]([O:27][CH3:28])=[O:26])[C:18]3[N:19]([CH3:22])[N:20]=[N:21][C:17]=3[CH:16]=2)=[CH:11][CH:10]=1)=O.[NH:29]1[CH2:34][CH2:33][O:32][CH2:31][CH2:30]1.C(O[BH-](OC(=O)C)OC(=O)C)(=O)C.[Na+].C(O)(=O)C. Product: [CH3:22][N:19]1[C:18]2[C:23]([C:25]([O:27][CH3:28])=[O:26])=[CH:24][C:15]([C:12]3[CH:11]=[CH:10][C:9]([C:4]4[CH:5]=[CH:6][CH:7]=[CH:8][C:3]=4[CH2:1][N:29]4[CH2:34][CH2:33][O:32][CH2:31][CH2:30]4)=[CH:14][CH:13]=3)=[CH:16][C:17]=2[N:21]=[N:20]1. The catalyst class is: 26. (7) Reactant: C(Cl)Cl.[C:15]([O:14][C:12](O[C:12]([O:14][C:15]([CH3:18])([CH3:17])[CH3:16])=[O:13])=[O:13])([CH3:18])([CH3:17])[CH3:16].[CH:19]([N:22](CC)[CH:23]([CH3:25])[CH3:24])([CH3:21])[CH3:20]. Product: [CH2:20]1[C:19]2[NH:22][C:23]3[C:24](=[CH:24][CH:23]=[CH:25][CH:25]=3)[C:21]=2[CH2:20][CH2:19][N:22]1[C:12]([O:14][C:15]([CH3:16])([CH3:17])[CH3:18])=[O:13]. The catalyst class is: 25. (8) Reactant: [Cl:1][C:2]1[CH:7]=[CH:6][C:5]([C@@H:8]2[CH2:13][CH2:12][N:11]([C:14]([O:16][C:17]([CH3:20])([CH3:19])[CH3:18])=[O:15])[CH2:10][C@H:9]2[CH2:21][O:22][C:23]2[CH:28]=[C:27]([F:29])[C:26]([S:30](=[O:33])(=[O:32])[NH2:31])=[CH:25][C:24]=2[F:34])=[CH:4][CH:3]=1.C(N(CC)CC)C.Cl.[N:43]1[CH:48]=[CH:47][CH:46]=[CH:45][C:44]=1[C:49](Cl)=[O:50]. Product: [Cl:1][C:2]1[CH:7]=[CH:6][C:5]([C@@H:8]2[CH2:13][CH2:12][N:11]([C:14]([O:16][C:17]([CH3:18])([CH3:20])[CH3:19])=[O:15])[CH2:10][C@H:9]2[CH2:21][O:22][C:23]2[CH:28]=[C:27]([F:29])[C:26]([S:30](=[O:33])(=[O:32])[NH:31][C:49](=[O:50])[C:44]3[CH:45]=[CH:46][CH:47]=[CH:48][N:43]=3)=[CH:25][C:24]=2[F:34])=[CH:4][CH:3]=1. The catalyst class is: 115. (9) Reactant: [NH2:1][C:2]1[C:3]2[N:4]([C:8]([C@H:24]3[CH2:29][CH2:28][C@H:27]([CH2:30][OH:31])[CH2:26][CH2:25]3)=[N:9][C:10]=2[C:11]2[CH:16]=[CH:15][C:14]([O:17][C:18]3[CH:23]=[CH:22][CH:21]=[CH:20][CH:19]=3)=[CH:13][CH:12]=2)[CH:5]=[CH:6][N:7]=1.[C:32]1([CH3:52])[CH:37]=[CH:36][C:35]([S:38](O[S:38]([C:35]2[CH:36]=[CH:37][C:32]([CH3:52])=[CH:33][CH:34]=2)(=[O:40])=[O:39])(=[O:40])=[O:39])=[CH:34][CH:33]=1.O. Product: [NH2:1][C:2]1[C:3]2[N:4]([C:8]([C@H:24]3[CH2:25][CH2:26][C@H:27]([CH2:30][O:31][S:38]([C:35]4[CH:36]=[CH:37][C:32]([CH3:52])=[CH:33][CH:34]=4)(=[O:40])=[O:39])[CH2:28][CH2:29]3)=[N:9][C:10]=2[C:11]2[CH:12]=[CH:13][C:14]([O:17][C:18]3[CH:23]=[CH:22][CH:21]=[CH:20][CH:19]=3)=[CH:15][CH:16]=2)[CH:5]=[CH:6][N:7]=1. The catalyst class is: 202. (10) Reactant: [H-].[Na+].[Cl:3][C:4]1[CH:8]=[CH:7][NH:6][C:5]=1[C:9]([O:11][CH3:12])=[O:10].I[CH3:14]. Product: [Cl:3][C:4]1[CH:8]=[CH:7][N:6]([CH3:14])[C:5]=1[C:9]([O:11][CH3:12])=[O:10]. The catalyst class is: 3.